Dataset: NCI-60 drug combinations with 297,098 pairs across 59 cell lines. Task: Regression. Given two drug SMILES strings and cell line genomic features, predict the synergy score measuring deviation from expected non-interaction effect. (1) Drug 1: CN1C(=O)N2C=NC(=C2N=N1)C(=O)N. Drug 2: CC1C(C(CC(O1)OC2CC(OC(C2O)C)OC3=CC4=CC5=C(C(=O)C(C(C5)C(C(=O)C(C(C)O)O)OC)OC6CC(C(C(O6)C)O)OC7CC(C(C(O7)C)O)OC8CC(C(C(O8)C)O)(C)O)C(=C4C(=C3C)O)O)O)O. Cell line: ACHN. Synergy scores: CSS=57.2, Synergy_ZIP=0.732, Synergy_Bliss=1.77, Synergy_Loewe=-37.4, Synergy_HSA=1.11. (2) Drug 1: CC(C)CN1C=NC2=C1C3=CC=CC=C3N=C2N. Synergy scores: CSS=48.3, Synergy_ZIP=0.931, Synergy_Bliss=0.836, Synergy_Loewe=1.63, Synergy_HSA=0.919. Drug 2: B(C(CC(C)C)NC(=O)C(CC1=CC=CC=C1)NC(=O)C2=NC=CN=C2)(O)O. Cell line: CAKI-1.